Task: Predict the reactants needed to synthesize the given product.. Dataset: Full USPTO retrosynthesis dataset with 1.9M reactions from patents (1976-2016) (1) Given the product [Cl:30][C:31]1[CH:36]=[CH:35][C:34]([NH:37][C:5]([NH:7][CH:8]2[C:14](=[O:15])[NH:13][C:12]3[CH:16]=[CH:17][CH:18]=[CH:19][C:11]=3[C:10]([C:20]3[CH:25]=[CH:24][CH:23]=[CH:22][CH:21]=3)=[N:9]2)=[O:6])=[CH:33][CH:32]=1, predict the reactants needed to synthesize it. The reactants are: ClC1C=C(C=CC=1Cl)[C:5]([NH:7][CH:8]1[C:14](=[O:15])[NH:13][C:12]2[CH:16]=[CH:17][CH:18]=[CH:19][C:11]=2[C:10]([C:20]2[CH:25]=[CH:24][CH:23]=[CH:22][CH:21]=2)=[N:9]1)=[O:6].[Cl:30][C:31]1[CH:36]=[CH:35][C:34]([N:37]=C=O)=[CH:33][CH:32]=1.C(N(CC)CC)C. (2) Given the product [C:21]([O:25][C:26]([N:28]1[CH2:33][CH2:32][CH:31]([S:34][C:2]2[N:7]=[CH:6][N:5]=[C:4]3[N:8]([C:11]4[CH:16]=[CH:15][C:14]([S:17]([CH3:20])(=[O:19])=[O:18])=[CH:13][CH:12]=4)[N:9]=[CH:10][C:3]=23)[CH2:30][CH2:29]1)=[O:27])([CH3:24])([CH3:22])[CH3:23], predict the reactants needed to synthesize it. The reactants are: Cl[C:2]1[N:7]=[CH:6][N:5]=[C:4]2[N:8]([C:11]3[CH:16]=[CH:15][C:14]([S:17]([CH3:20])(=[O:19])=[O:18])=[CH:13][CH:12]=3)[N:9]=[CH:10][C:3]=12.[C:21]([O:25][C:26]([N:28]1[CH2:33][CH2:32][CH:31]([SH:34])[CH2:30][CH2:29]1)=[O:27])([CH3:24])([CH3:23])[CH3:22].C(=O)([O-])[O-].[K+].[K+]. (3) Given the product [F:1][C:2]1[CH:10]=[CH:9][C:8]2[CH:7]([CH2:11][OH:18])[CH2:6][CH2:5][C:4]=2[C:3]=1[C:12]#[N:13], predict the reactants needed to synthesize it. The reactants are: [F:1][C:2]1[CH:10]=[CH:9][C:8]2[C:7](=[CH2:11])[CH2:6][CH2:5][C:4]=2[C:3]=1[C:12]#[N:13].B.C1C[O:18]CC1.[OH-].[Na+].OO. (4) Given the product [CH3:9][C:7]([O:6][C:5]([NH:4][CH2:1][C:2]1[O:25][N:24]=[C:23]([C:22]([O:21][CH2:19][CH3:20])=[O:27])[CH:3]=1)=[O:11])([CH3:8])[CH3:10], predict the reactants needed to synthesize it. The reactants are: [CH2:1]([NH:4][C:5](=[O:11])[O:6][C:7]([CH3:10])([CH3:9])[CH3:8])[C:2]#[CH:3].C(N(CC)CC)C.[CH2:19]([O:21][C:22](=[O:27])[C:23](Cl)=[N:24][OH:25])[CH3:20]. (5) Given the product [CH3:15][NH:16][C:17]([C:4]1[CH:3]=[C:2]([Cl:1])[CH:7]=[CH:6][N:5]=1)=[O:18], predict the reactants needed to synthesize it. The reactants are: [Cl:1][C:2]1[CH:7]=[CH:6][N:5]=[CH:4][CH:3]=1.OS(O)(=O)=O.OO.[CH3:15][NH:16][CH:17]=[O:18]. (6) Given the product [CH2:1]([O:3][C:4]1[CH:9]=[CH:8][C:7]([C:10]#[C:11][C:12]2[CH:13]=[CH:14][C:15]([CH:18]([NH2:20])[CH3:19])=[CH:16][CH:17]=2)=[CH:6][CH:5]=1)[CH3:2], predict the reactants needed to synthesize it. The reactants are: [CH2:1]([O:3][C:4]1[CH:9]=[CH:8][C:7]([C:10]#[C:11][C:12]2[CH:17]=[CH:16][C:15]([CH:18]([NH:20]C(=O)OC(C)(C)C)[CH3:19])=[CH:14][CH:13]=2)=[CH:6][CH:5]=1)[CH3:2].Cl.